This data is from Forward reaction prediction with 1.9M reactions from USPTO patents (1976-2016). The task is: Predict the product of the given reaction. (1) Given the reactants [C:1]([C:5]1[N:6]([CH2:23][C:24]2(F)[CH2:29][CH2:28]OCC2)[CH:7]=[C:8]([C:10]2N=C(C(N(CC)CC)=O)C=N[CH:11]=2)[N:9]=1)([CH3:4])([CH3:3])[CH3:2].C(N)C1[O:36][CH:35]=CC=1.BrCC([C:42]1C=C[CH:45]=[C:44]([N+:48]([O-:50])=[O:49])[CH:43]=1)=O, predict the reaction product. The product is: [C:1]([C:5]1[N:6]([CH2:23][C:24]2[O:36][CH:35]=[CH:28][CH:29]=2)[CH:7]=[C:8]([C:10]2[CH:11]=[CH:42][CH:43]=[C:44]([N+:48]([O-:50])=[O:49])[CH:45]=2)[N:9]=1)([CH3:2])([CH3:3])[CH3:4]. (2) Given the reactants C([O:4][C:5]1[CH:32]=[CH:31][C:8]([CH2:9][N:10]2[CH2:15][CH2:14][C:13]([CH2:22][CH2:23][O:24][C:25]3[CH:30]=[CH:29][CH:28]=[CH:27][CH:26]=3)([C:16]([O:18][CH:19]([CH3:21])[CH3:20])=[O:17])[CH2:12][CH2:11]2)=[CH:7][C:6]=1[Cl:33])C=C.C([SiH](CC)CC)C.C(O)(=O)C, predict the reaction product. The product is: [Cl:33][C:6]1[CH:7]=[C:8]([CH:31]=[CH:32][C:5]=1[OH:4])[CH2:9][N:10]1[CH2:15][CH2:14][C:13]([CH2:22][CH2:23][O:24][C:25]2[CH:26]=[CH:27][CH:28]=[CH:29][CH:30]=2)([C:16]([O:18][CH:19]([CH3:20])[CH3:21])=[O:17])[CH2:12][CH2:11]1. (3) Given the reactants [CH3:1][NH:2][C:3]1[C:12]([CH2:13]O)=[CH:11][C:10]2[CH:9]=[C:8]3[O:15][CH2:16][O:17][C:7]3=[CH:6][C:5]=2[N:4]=1.O=S(Cl)[Cl:20], predict the reaction product. The product is: [ClH:20].[Cl:20][CH2:13][C:12]1[C:3]([NH:2][CH3:1])=[N:4][C:5]2[CH:6]=[C:7]3[O:17][CH2:16][O:15][C:8]3=[CH:9][C:10]=2[CH:11]=1. (4) Given the reactants [Br:1][C:2]1[N:7]=[C:6]([CH3:8])[C:5]([OH:9])=[CH:4][CH:3]=1.C([O-])([O-])=O.[K+].[K+].Br[CH:17]([CH3:19])[CH3:18].O, predict the reaction product. The product is: [Br:1][C:2]1[N:7]=[C:6]([CH3:8])[C:5]([O:9][CH:17]([CH3:19])[CH3:18])=[CH:4][CH:3]=1. (5) Given the reactants C([Mg]Br)C.[Cl-].C(C1C=CC=C(C(C)C)C=1[NH+]1CCN(C2C(C(C)C)=CC=CC=2C(C)C)C1)(C)C.Cl[C:36]1[CH:41]=[CH:40][C:39]([F:42])=[C:38]([F:43])[CH:37]=1.[CH3:44][O:45][C:46]1[CH:51]=[CH:50][C:49]([Mg]Br)=[CH:48][CH:47]=1.[Cl-].[NH4+], predict the reaction product. The product is: [F:43][C:38]1[CH:37]=[C:36]([C:49]2[CH:50]=[CH:51][C:46]([O:45][CH3:44])=[CH:47][CH:48]=2)[CH:41]=[CH:40][C:39]=1[F:42]. (6) Given the reactants [CH2:1]([N:5]1[C:13]2[C:8](=[CH:9][C:10]([N+:14]([O-:16])=[O:15])=[CH:11][CH:12]=2)[CH:7]=[C:6]1[C:17]([OH:19])=[O:18])[CH:2]([CH3:4])[CH3:3].C(OC(O[C:23]([CH3:26])([CH3:25])[CH3:24])=O)(O[C:23]([CH3:26])([CH3:25])[CH3:24])=O.C(OCC)(=O)C.O, predict the reaction product. The product is: [CH2:1]([N:5]1[C:13]2[C:8](=[CH:9][C:10]([N+:14]([O-:16])=[O:15])=[CH:11][CH:12]=2)[CH:7]=[C:6]1[C:17]([O:19][C:23]([CH3:26])([CH3:25])[CH3:24])=[O:18])[CH:2]([CH3:4])[CH3:3]. (7) Given the reactants NCC1OC(C2C=C(NC(N3[C@@H]4CN(CC4)C4C=CC(C5C=CC=C(C(F)(F)F)C=5)=NC3=4)=O)C=CC=2)=CN=1.FC(F)(F)C(O)=O.[NH:46]([CH2:50][C:51]1[O:52][C:53]([C:56]2[CH:57]=[C:58]([NH:62][C:63]([N:65]3[C@@H:71]4[CH2:72][N:68]([CH2:69][CH2:70]4)[C:67]4[CH:73]=[CH:74][C:75]([C:77]5[CH:82]=[CH:81][CH:80]=[C:79]([C:83]([F:86])([F:85])[F:84])[CH:78]=5)=[N:76][C:66]3=4)=[O:64])[CH:59]=[CH:60][CH:61]=2)=[CH:54][N:55]=1)[C:47]([NH2:49])=[NH:48], predict the reaction product. The product is: [NH:46]([CH2:50][C:51]1[O:52][C:53]([C:56]2[CH:57]=[C:58]([NH:62][C:63]([N:65]3[C@@H:71]4[CH2:72][N:68]([CH2:69][CH2:70]4)[C:67]4[CH:73]=[CH:74][C:75]([C:77]5[CH:82]=[CH:81][CH:80]=[C:79]([C:83]([F:86])([F:85])[F:84])[CH:78]=5)=[N:76][C:66]3=4)=[O:64])[CH:59]=[CH:60][CH:61]=2)=[CH:54][N:55]=1)[C:47]([NH2:49])=[NH:48]. (8) Given the reactants Br[C:2]1[C:15]2[C:14](=[O:16])[N:13]([CH2:17][CH2:18][CH2:19][O:20][CH3:21])[C:12](=[O:22])[C:11]3=[CH:23][C:24](Br)=[C:8]4[C:9]([C:10]=23)=[C:4]([C:5](=[O:32])[N:6]([CH2:27][CH2:28][CH2:29][O:30][CH3:31])[C:7]4=[O:26])[CH:3]=1.[NH2:33][CH2:34][CH2:35][CH2:36][N:37]1[CH2:42][CH2:41][N:40]([CH3:43])[CH2:39][CH2:38]1, predict the reaction product. The product is: [CH3:21][O:20][CH2:19][CH2:18][CH2:17][N:13]1[C:12](=[O:22])[C:11]2=[CH:23][C:24]([NH:33][CH2:34][CH2:35][CH2:36][N:37]3[CH2:38][CH2:39][N:40]([CH3:43])[CH2:41][CH2:42]3)=[C:8]3[C:9]4[C:10]2=[C:15]([C:2]([NH:33][CH2:34][CH2:35][CH2:36][N:37]2[CH2:38][CH2:39][N:40]([CH3:43])[CH2:41][CH2:42]2)=[CH:3][C:4]=4[C:5](=[O:32])[N:6]([CH2:27][CH2:28][CH2:29][O:30][CH3:31])[C:7]3=[O:26])[C:14]1=[O:16]. (9) Given the reactants [CH:1]1([CH:7]([C:18]2[CH:22]=[C:21]([C:23]3[CH:28]=[CH:27][C:26]([C:29]([F:32])([F:31])[F:30])=[CH:25][CH:24]=3)[O:20][C:19]=2[CH3:33])[O:8][C:9]2[CH:17]=[CH:16][C:12]([C:13](O)=[O:14])=[CH:11][CH:10]=2)[CH2:6][CH2:5][CH2:4][CH2:3][CH2:2]1.[CH3:34][NH:35][CH2:36][CH2:37][C:38]([O:40]CC)=[O:39], predict the reaction product. The product is: [CH:1]1([CH:7]([C:18]2[CH:22]=[C:21]([C:23]3[CH:28]=[CH:27][C:26]([C:29]([F:32])([F:30])[F:31])=[CH:25][CH:24]=3)[O:20][C:19]=2[CH3:33])[O:8][C:9]2[CH:10]=[CH:11][C:12]([C:13]([N:35]([CH3:34])[CH2:36][CH2:37][C:38]([OH:40])=[O:39])=[O:14])=[CH:16][CH:17]=2)[CH2:6][CH2:5][CH2:4][CH2:3][CH2:2]1.